Dataset: Catalyst prediction with 721,799 reactions and 888 catalyst types from USPTO. Task: Predict which catalyst facilitates the given reaction. (1) Reactant: [CH3:1][C:2]1[CH:7]=[CH:6][C:5]([C:8]2[O:9][C:10]([CH3:13])=[N:11][N:12]=2)=[CH:4][C:3]=1[C:14]1[CH:19]=[CH:18][C:17]([C:20](O)=[O:21])=[CH:16][CH:15]=1.C1C=[CH:25][C:26]2[N:31](O)N=N[C:27]=2[CH:28]=1.Cl.CN(C)CCCN=C=NCC.C1(N)CCC1. Product: [CH:26]1([NH:31][C:20]([C:17]2[CH:16]=[CH:15][C:14]([C:3]3[CH:4]=[C:5]([C:8]4[O:9][C:10]([CH3:13])=[N:11][N:12]=4)[CH:6]=[CH:7][C:2]=3[CH3:1])=[CH:19][CH:18]=2)=[O:21])[CH2:25][CH2:28][CH2:27]1. The catalyst class is: 3. (2) Reactant: [NH2:1][C:2]1[S:3][C:4]([CH:8]=[O:9])=[C:5]([Cl:7])[N:6]=1.[C:10]([O:14][C:15](O[C:15]([O:14][C:10]([CH3:13])([CH3:12])[CH3:11])=[O:16])=[O:16])([CH3:13])([CH3:12])[CH3:11]. Product: [C:10]([O:14][C:15](=[O:16])[NH:1][C:2]1[S:3][C:4]([CH:8]=[O:9])=[C:5]([Cl:7])[N:6]=1)([CH3:13])([CH3:12])[CH3:11]. The catalyst class is: 453. (3) Reactant: [C:1]1([C:19]2[CH:24]=[CH:23][CH:22]=[CH:21][CH:20]=2)[CH:6]=[CH:5][C:4]([CH2:7][O:8][C:9]2[CH:18]=[CH:17][C:12]([O:13][CH2:14][CH2:15]O)=[CH:11][CH:10]=2)=[CH:3][CH:2]=1.[Br:25]C(Br)(Br)Br.C1(P(C2C=CC=CC=2)C2C=CC=CC=2)C=CC=CC=1. Product: [Br:25][CH2:15][CH2:14][O:13][C:12]1[CH:17]=[CH:18][C:9]([O:8][CH2:7][C:4]2[CH:5]=[CH:6][C:1]([C:19]3[CH:24]=[CH:23][CH:22]=[CH:21][CH:20]=3)=[CH:2][CH:3]=2)=[CH:10][CH:11]=1. The catalyst class is: 4. (4) Reactant: C[C:2]1[C:3]([O:13][CH3:14])=[C:4]([CH2:11]Br)[C:5]([CH2:9]Br)=[C:6]([Br:8])[CH:7]=1.BrC1C=CC(OC)=C(C)C=1C.[CH2:26]([NH2:33])[C:27]1[CH:32]=[CH:31][CH:30]=[CH:29][CH:28]=1. Product: [CH2:26]([N:33]1[CH2:9][C:5]2[C:4](=[C:3]([O:13][CH3:14])[CH:2]=[CH:7][C:6]=2[Br:8])[CH2:11]1)[C:27]1[CH:32]=[CH:31][CH:30]=[CH:29][CH:28]=1. The catalyst class is: 23. (5) Reactant: [NH2:1][C:2]1[C:9]([C:10]([F:13])([F:12])[F:11])=[CH:8][C:5]([C:6]#[N:7])=[CH:4][C:3]=1[I:14].CO. Product: [NH2:7][CH2:6][C:5]1[CH:8]=[C:9]([C:10]([F:12])([F:13])[F:11])[C:2]([NH2:1])=[C:3]([I:14])[CH:4]=1. The catalyst class is: 1. (6) Reactant: [CH2:1]([C@H:8]([NH:21][C:22]([C@@H:24]([NH:29][C:30]([C@@H:32]([NH:34][C:35]([C:37]1[N:38]([CH3:42])[N:39]=[CH:40][CH:41]=1)=[O:36])[CH3:33])=[O:31])[CH2:25][CH:26]([CH3:28])[CH3:27])=[O:23])[CH:9]([C:11](=[O:20])[NH:12][CH2:13][C:14]1[CH:19]=[CH:18][CH:17]=[CH:16][CH:15]=1)[OH:10])[C:2]1[CH:7]=[CH:6][CH:5]=[CH:4][CH:3]=1.CC(OI1(OC(C)=O)(OC(C)=O)OC(=O)C2C=CC=CC1=2)=O. Product: [CH2:1]([C@H:8]([NH:21][C:22]([C@@H:24]([NH:29][C:30]([C@@H:32]([NH:34][C:35]([C:37]1[N:38]([CH3:42])[N:39]=[CH:40][CH:41]=1)=[O:36])[CH3:33])=[O:31])[CH2:25][CH:26]([CH3:28])[CH3:27])=[O:23])[C:9]([C:11](=[O:20])[NH:12][CH2:13][C:14]1[CH:15]=[CH:16][CH:17]=[CH:18][CH:19]=1)=[O:10])[C:2]1[CH:3]=[CH:4][CH:5]=[CH:6][CH:7]=1. The catalyst class is: 4. (7) Reactant: [F:1][C:2]1[CH:7]=[CH:6][CH:5]=[CH:4][C:3]=1[C:8]1[NH:12][CH:11]=[C:10]([CH:13]=[O:14])[CH:9]=1.[H-].[Na+].C1OCCOCCOCCOCCOC1.[Cl:32][C:33]1[N:38]=[CH:37][C:36]([S:39](Cl)(=[O:41])=[O:40])=[CH:35][CH:34]=1. Product: [Cl:32][C:33]1[N:38]=[CH:37][C:36]([S:39]([N:12]2[C:8]([C:3]3[CH:4]=[CH:5][CH:6]=[CH:7][C:2]=3[F:1])=[CH:9][C:10]([CH:13]=[O:14])=[CH:11]2)(=[O:41])=[O:40])=[CH:35][CH:34]=1. The catalyst class is: 30. (8) Reactant: [Br:1][C:2]1[CH:3]=[CH:4][C:5]([I:11])=[C:6]([CH:10]=1)[C:7](O)=[O:8].B.C1COCC1.O. Product: [Br:1][C:2]1[CH:3]=[CH:4][C:5]([I:11])=[C:6]([CH:10]=1)[CH2:7][OH:8]. The catalyst class is: 1. (9) Reactant: CCN(C(C)C)C(C)C.OC(C(F)(F)F)=O.[NH2:17][CH2:18][C:19]([N:21]1[CH2:26][CH2:25][N:24]([C:27](=[O:38])[C:28]2[CH:33]=[CH:32][CH:31]=[CH:30][C:29]=2[C:34]([F:37])([F:36])[F:35])[CH2:23][CH2:22]1)=[O:20].C1C=CC2N(O)N=NC=2C=1.CCN=C=NCCCN(C)C.Cl.[N+:61]([C:64]1[O:68][C:67]([C:69](O)=[O:70])=[CH:66][CH:65]=1)([O-:63])=[O:62]. Product: [O:20]=[C:19]([N:21]1[CH2:22][CH2:23][N:24]([C:27](=[O:38])[C:28]2[CH:33]=[CH:32][CH:31]=[CH:30][C:29]=2[C:34]([F:37])([F:35])[F:36])[CH2:25][CH2:26]1)[CH2:18][NH:17][C:69]([C:67]1[O:68][C:64]([N+:61]([O-:63])=[O:62])=[CH:65][CH:66]=1)=[O:70]. The catalyst class is: 18. (10) The catalyst class is: 4. Product: [CH3:4]/[C:3](/[CH2:5][CH2:6][CH:7]=[C:8]([CH3:10])[CH3:9])=[CH:2]\[CH2:1][NH:11][S:20]([CH3:19])(=[O:22])=[O:21]. Reactant: [CH2:1]([NH2:11])/[CH:2]=[C:3](/[CH2:5][CH2:6][CH:7]=[C:8]([CH3:10])[CH3:9])\[CH3:4].C(N(CC)CC)C.[CH3:19][S:20](Cl)(=[O:22])=[O:21].O.